From a dataset of Reaction yield outcomes from USPTO patents with 853,638 reactions. Predict the reaction yield, written as a fraction of the theoretical maximum amount of product (1.0 means a 100% yield; for example, 0.34 means a 34% yield). (1) The catalyst is CC(N(C)C)=O.O. The reactants are [Li+].[OH-].[Cl:3][C:4]1[CH:38]=[CH:37][CH:36]=[C:35]([Cl:39])[C:5]=1[C:6]([NH:8][C@H:9]([C:31]([O:33]C)=[O:32])[CH2:10][C:11]1[CH:16]=[CH:15][C:14]([O:17][CH2:18][CH2:19][C:20]2[CH:21]=[CH:22][C:23]3[N:28]([CH3:29])[CH2:27][CH2:26][NH:25][C:24]=3[N:30]=2)=[CH:13][CH:12]=1)=[O:7]. The yield is 0.650. The product is [Cl:3][C:4]1[CH:38]=[CH:37][CH:36]=[C:35]([Cl:39])[C:5]=1[C:6]([NH:8][C@H:9]([C:31]([OH:33])=[O:32])[CH2:10][C:11]1[CH:12]=[CH:13][C:14]([O:17][CH2:18][CH2:19][C:20]2[CH:21]=[CH:22][C:23]3[N:28]([CH3:29])[CH2:27][CH2:26][NH:25][C:24]=3[N:30]=2)=[CH:15][CH:16]=1)=[O:7]. (2) The reactants are Cl[C:2]1[N:10]=[C:9]([Cl:11])[CH:8]=[CH:7][C:3]=1[C:4]([NH2:6])=[O:5].[O-:12][CH2:13][CH3:14].[Na+].C(O)C. The catalyst is CN(C)C=O. The product is [Cl:11][C:9]1[CH:8]=[CH:7][C:3]([C:4]([NH2:6])=[O:5])=[C:2]([O:12][CH2:13][CH3:14])[N:10]=1. The yield is 0.950. (3) The reactants are O(S(C(F)(F)F)(=O)=O)S(C(F)(F)F)(=O)=O.[CH2:16]([O:23][N:24]1[C:30](=[O:31])[N:29]2[CH2:32][C@H:25]1[CH2:26][CH2:27][C@H:28]2[C:33]([NH:35][NH:36][C:37](=O)[CH2:38][CH2:39][NH:40][C:41](=[O:47])[O:42][C:43]([CH3:46])([CH3:45])[CH3:44])=[O:34])[C:17]1[CH:22]=[CH:21][CH:20]=[CH:19][CH:18]=1.N1C=CC=CC=1.C([O-])(O)=O.[Na+]. The catalyst is C(Cl)Cl. The product is [CH2:16]([O:23][N:24]1[C:30](=[O:31])[N:29]2[CH2:32][C@H:25]1[CH2:26][CH2:27][C@H:28]2[C:33]1[O:34][C:37]([CH2:38][CH2:39][NH:40][C:41](=[O:47])[O:42][C:43]([CH3:46])([CH3:44])[CH3:45])=[N:36][N:35]=1)[C:17]1[CH:22]=[CH:21][CH:20]=[CH:19][CH:18]=1. The yield is 0.420. (4) The reactants are S(Cl)(Cl)=O.[Br:5][CH2:6][C@@:7]([OH:12])([CH3:11])[C:8](O)=[O:9].[N+:13]([C:16]1[CH:22]=[CH:21][C:19]([NH2:20])=[CH:18][C:17]=1[C:23]([F:26])([F:25])[F:24])([O-:15])=[O:14]. The catalyst is CC(N(C)C)=O. The product is [N+:13]([C:16]1[CH:22]=[CH:21][C:19]([NH:20][C:8](=[O:9])[C@:7]([OH:12])([CH3:11])[CH2:6][Br:5])=[CH:18][C:17]=1[C:23]([F:24])([F:25])[F:26])([O-:15])=[O:14]. The yield is 0.800. (5) The reactants are [CH:1]1([CH2:6][CH:7]([N:11]2[C:16](=[O:17])[CH:15]=[C:14]([O:18][C:19]3[C:24]([CH3:25])=[CH:23][CH:22]=[C:21]([CH3:26])[C:20]=3[CH3:27])[CH:13]=[N:12]2)[C:8](O)=[O:9])[CH2:5][CH2:4][CH2:3][CH2:2]1.[NH2:28][C:29]1[CH:33]=[CH:32][N:31]([CH2:34][C:35]([CH3:38])([OH:37])[CH3:36])[N:30]=1. No catalyst specified. The product is [CH:1]1([CH2:6][CH:7]([N:11]2[C:16](=[O:17])[CH:15]=[C:14]([O:18][C:19]3[C:24]([CH3:25])=[CH:23][CH:22]=[C:21]([CH3:26])[C:20]=3[CH3:27])[CH:13]=[N:12]2)[C:8]([NH:28][C:29]2[CH:33]=[CH:32][N:31]([CH2:34][C:35]([OH:37])([CH3:36])[CH3:38])[N:30]=2)=[O:9])[CH2:5][CH2:4][CH2:3][CH2:2]1. The yield is 0.930. (6) The reactants are Cl[C:2]1[C:7]([C:8]([F:11])([F:10])[F:9])=[CH:6][N:5]=[C:4]2[NH:12][CH:13]=[C:14]([NH:15][C:16]([C:18]3[CH:23]=[N:22][CH:21]=[CH:20][N:19]=3)=[O:17])[C:3]=12.[NH:24]1[CH2:29][CH2:28][CH2:27][C@@H:26]([NH:30][C:31](=[O:37])[O:32][C:33]([CH3:36])([CH3:35])[CH3:34])[CH2:25]1. The catalyst is CCCCO. The product is [N:19]1[CH:20]=[CH:21][N:22]=[CH:23][C:18]=1[C:16]([NH:15][C:14]1[C:3]2[C:4](=[N:5][CH:6]=[C:7]([C:8]([F:11])([F:10])[F:9])[C:2]=2[N:24]2[CH2:29][CH2:28][CH2:27][C@@H:26]([NH:30][C:31](=[O:37])[O:32][C:33]([CH3:35])([CH3:34])[CH3:36])[CH2:25]2)[NH:12][CH:13]=1)=[O:17]. The yield is 0.350.